Predict the reactants needed to synthesize the given product. From a dataset of Full USPTO retrosynthesis dataset with 1.9M reactions from patents (1976-2016). (1) Given the product [C:13]([O:17][C:18]([CH:19]1[C:52]([OH:51])([CH2:1][CH3:2])[CH2:48][CH2:49][CH2:50][N:27]1[S:28]([C:31]1[CH:36]=[CH:35][C:34]([O:37][CH2:38][C:39]2[CH:40]=[CH:41][C:42]([F:45])=[CH:43][CH:44]=2)=[CH:33][CH:32]=1)(=[O:30])=[O:29])=[O:46])([CH3:14])([CH3:16])[CH3:15], predict the reactants needed to synthesize it. The reactants are: [CH:1](NC(C)C)(C)[CH3:2].C([Li])CCC.[C:13]([O:17][C:18](=[O:46])[CH:19]([NH:27][S:28]([C:31]1[CH:36]=[CH:35][C:34]([O:37][CH2:38][C:39]2[CH:44]=[CH:43][C:42]([F:45])=[CH:41][CH:40]=2)=[CH:33][CH:32]=1)(=[O:30])=[O:29])CCCC(=O)CC)([CH3:16])([CH3:15])[CH3:14].Cl.[CH2:48]1[CH2:52][O:51][CH2:50][CH2:49]1. (2) Given the product [C:21]([N:3]1[C:4]2[C:9](=[CH:8][C:7]([C:12]3[CH:13]=[N:14][N:15]([CH:17]4[CH2:20][O:19][CH2:18]4)[CH:16]=3)=[CH:6][CH:5]=2)[N:10]([C:27](=[O:28])[CH2:26][CH:25]([CH3:30])[CH3:24])[CH2:11][C@@H:2]1[CH3:1])(=[O:23])[CH3:22], predict the reactants needed to synthesize it. The reactants are: [CH3:1][C@H:2]1[CH2:11][NH:10][C:9]2[C:4](=[CH:5][CH:6]=[C:7]([C:12]3[CH:13]=[N:14][N:15]([CH:17]4[CH2:20][O:19][CH2:18]4)[CH:16]=3)[CH:8]=2)[N:3]1[C:21](=[O:23])[CH3:22].[CH3:24][CH:25]([CH3:30])[CH2:26][C:27](Cl)=[O:28].N1C=CC=CC=1. (3) Given the product [CH3:1][C:2]1[CH:7]=[C:6]([CH3:8])[N:5]2[N:9]=[C:10]([C:12]([O:14][CH3:20])=[O:13])[N:11]=[C:4]2[N:3]=1, predict the reactants needed to synthesize it. The reactants are: [CH3:1][C:2]1[CH:7]=[C:6]([CH3:8])[N:5]2[N:9]=[C:10]([C:12]([OH:14])=[O:13])[N:11]=[C:4]2[N:3]=1.OS(O)(=O)=O.[CH3:20]O. (4) Given the product [C:1]([O:4][CH2:5][C:6]1[CH:11]=[C:10]([S:12][C:13]([CH3:16])([CH3:15])[CH3:14])[C:9]([OH:17])=[CH:8][N:7]=1)(=[O:3])[CH3:2], predict the reactants needed to synthesize it. The reactants are: [C:1]([O:4][CH2:5][C:6]1[CH:11]=[C:10]([S:12][C:13]([CH3:16])([CH3:15])[CH3:14])[C:9]([O:17]CC2C=CC(OC)=CC=2)=[CH:8][N:7]=1)(=[O:3])[CH3:2].C([SiH](CC)CC)C.FC(F)(F)C(O)=O. (5) Given the product [OH:26][CH2:27][CH2:28][CH2:29][N:30]([CH3:41])[C:31](=[O:40])[O:32][CH2:33][C:34]1[CH:39]=[CH:38][CH:37]=[CH:36][CH:35]=1, predict the reactants needed to synthesize it. The reactants are: CCCC[N+](CCCC)(CCCC)CCCC.[F-].[Si]([O:26][CH2:27][CH2:28][CH2:29][N:30]([CH3:41])[C:31](=[O:40])[O:32][CH2:33][C:34]1[CH:39]=[CH:38][CH:37]=[CH:36][CH:35]=1)(C(C)(C)C)(C)C. (6) Given the product [Cl:1][C:2]1[CH:3]=[CH:4][C:5]([S:8][C:9]2[C:10]([C:21]3[CH:26]=[CH:25][C:24]([C:27](=[N:29][OH:30])[NH2:28])=[CH:23][CH:22]=3)=[N:11][N:12]([C:14]3[CH:19]=[CH:18][C:17]([F:20])=[CH:16][CH:15]=3)[CH:13]=2)=[CH:6][CH:7]=1, predict the reactants needed to synthesize it. The reactants are: [Cl:1][C:2]1[CH:7]=[CH:6][C:5]([S:8][C:9]2[C:10]([C:21]3[CH:26]=[CH:25][C:24]([C:27]#[N:28])=[CH:23][CH:22]=3)=[N:11][N:12]([C:14]3[CH:19]=[CH:18][C:17]([F:20])=[CH:16][CH:15]=3)[CH:13]=2)=[CH:4][CH:3]=1.[NH2:29][OH:30].